This data is from Reaction yield outcomes from USPTO patents with 853,638 reactions. The task is: Predict the reaction yield, written as a fraction of the theoretical maximum amount of product (1.0 means a 100% yield; for example, 0.34 means a 34% yield). (1) The reactants are [NH:1]1[C:10]2[C:5](=[CH:6][CH:7]=[CH:8][CH:9]=2)[CH2:4][CH2:3][CH2:2]1.[N:11]([O-])=[O:12].[Na+].CCOC(C)=O. The catalyst is CC(O)=O.O. The product is [N:11]([N:1]1[C:10]2[C:5](=[CH:6][CH:7]=[CH:8][CH:9]=2)[CH2:4][CH2:3][CH2:2]1)=[O:12]. The yield is 0.960. (2) The reactants are [CH3:1][O:2][C:3]1[CH:8]=[CH:7][C:6]([CH:9]([CH3:13])[C:10]([OH:12])=O)=[CH:5][CH:4]=1.O=S(Cl)Cl.[CH3:18][O:19][C:20](=[O:30])[C:21]1[C:26]([Cl:27])=[CH:25][C:24]([Cl:28])=[CH:23][C:22]=1[NH2:29].CCCCCC. The catalyst is CCOC(C)=O. The product is [CH3:18][O:19][C:20](=[O:30])[C:21]1[C:26]([Cl:27])=[CH:25][C:24]([Cl:28])=[CH:23][C:22]=1[NH:29][C:10](=[O:12])[CH:9]([C:6]1[CH:5]=[CH:4][C:3]([O:2][CH3:1])=[CH:8][CH:7]=1)[CH3:13]. The yield is 0.850. (3) The reactants are [CH2:1]([O:3][CH:4]([O:63][CH2:64][CH3:65])[C@@H:5]([N:7]([CH2:52][C:53]1[C:62]2[C:57](=[CH:58][CH:59]=[CH:60][CH:61]=2)[CH:56]=[CH:55][CH:54]=1)[C:8](=[O:51])[C@@H:9]([NH:33]C(=O)OCC1C2C=CC=CC=2C2C1=CC=CC=2)[CH2:10][C:11](=[O:32])[NH:12][C:13]([C:26]1[CH:31]=[CH:30][CH:29]=[CH:28][CH:27]=1)([C:20]1[CH:25]=[CH:24][CH:23]=[CH:22][CH:21]=1)[C:14]1[CH:19]=[CH:18][CH:17]=[CH:16][CH:15]=1)[CH3:6])[CH3:2].N1CCCCC1.CC(=O)OCC.CO. The catalyst is C(Cl)Cl. The product is [NH2:33][C@@H:9]([CH2:10][C:11]([NH:12][C:13]([C:26]1[CH:31]=[CH:30][CH:29]=[CH:28][CH:27]=1)([C:14]1[CH:15]=[CH:16][CH:17]=[CH:18][CH:19]=1)[C:20]1[CH:21]=[CH:22][CH:23]=[CH:24][CH:25]=1)=[O:32])[C:8]([N:7]([C@@H:5]([CH3:6])[CH:4]([O:3][CH2:1][CH3:2])[O:63][CH2:64][CH3:65])[CH2:52][C:53]1[C:62]2[C:57](=[CH:58][CH:59]=[CH:60][CH:61]=2)[CH:56]=[CH:55][CH:54]=1)=[O:51]. The yield is 0.780. (4) The reactants are Cl[CH2:2][C:3]1[N:4]=[C:5]([C:9]2[CH:18]=[CH:17][C:12]([C:13]([O:15][CH3:16])=[O:14])=[CH:11][CH:10]=2)[O:6][C:7]=1[CH3:8].[N:19]1([CH2:25][C:26]2[CH:31]=[CH:30][C:29]([S:32]([O-:34])=[O:33])=[CH:28][CH:27]=2)[CH2:24][CH2:23][CH2:22][CH2:21][CH2:20]1.[Li+].C(=O)([O-])[O-].[K+].[K+].O. The catalyst is CN(C)C=O. The product is [CH3:8][C:7]1[O:6][C:5]([C:9]2[CH:18]=[CH:17][C:12]([C:13]([O:15][CH3:16])=[O:14])=[CH:11][CH:10]=2)=[N:4][C:3]=1[CH2:2][S:32]([C:29]1[CH:28]=[CH:27][C:26]([CH2:25][N:19]2[CH2:24][CH2:23][CH2:22][CH2:21][CH2:20]2)=[CH:31][CH:30]=1)(=[O:33])=[O:34]. The yield is 0.530. (5) The reactants are [NH2:1][C:2]1[C:3]([SH:13])=[N:4][C:5](=[O:12])[N:6]([CH2:9][CH2:10][CH3:11])[C:7]=1[NH2:8].[CH:14]1([C:20](O)=O)[CH2:19][CH2:18][CH2:17][CH2:16][CH2:15]1.Cl.[CH2:24](N=C=NCCCN(C)C)C.[OH-].[Na+].Cl.CI. The catalyst is O1CCOCC1.O. The product is [CH:14]1([C:20]2[NH:1][C:2]3[C:3]([S:13][CH3:24])=[N:4][C:5](=[O:12])[N:6]([CH2:9][CH2:10][CH3:11])[C:7]=3[N:8]=2)[CH2:19][CH2:18][CH2:17][CH2:16][CH2:15]1. The yield is 0.780. (6) The reactants are Cl[C:2]1[N:7]=[C:6]([Cl:8])[N:5]=[C:4]([CH3:9])[N:3]=1.[NH2:10][C@@H:11]1[C:19]2[C:14](=[CH:15][CH:16]=[CH:17][CH:18]=2)[CH2:13][CH2:12]1.CCN(C(C)C)C(C)C.O. The catalyst is CN(C=O)C.C1(C)C=CC=CC=1. The product is [Cl:8][C:6]1[N:5]=[C:4]([CH3:9])[N:3]=[C:2]([NH:10][C@@H:11]2[C:19]3[C:14](=[CH:15][CH:16]=[CH:17][CH:18]=3)[CH2:13][CH2:12]2)[N:7]=1. The yield is 0.530. (7) The reactants are [Cl:1][C:2]1[C:18]([F:19])=[CH:17][C:5]([C:6]([NH:8][C:9]2[CH:14]=[CH:13][N:12]=[C:11]([O:15]C)[CH:10]=2)=[O:7])=[C:4]([F:20])[CH:3]=1.Br.O. The catalyst is CC(O)=O. The product is [Cl:1][C:2]1[C:18]([F:19])=[CH:17][C:5]([C:6]([NH:8][C:9]2[CH:14]=[CH:13][NH:12][C:11](=[O:15])[CH:10]=2)=[O:7])=[C:4]([F:20])[CH:3]=1. The yield is 0.340. (8) The reactants are C1C=CC2N(O)N=[N:7]C=2C=1.CCN=C=NCCCN(C)C.Cl.Cl.CCN(C(C)C)C(C)C.[I:33][C:34]1[CH:39]=[CH:38][CH:37]=[CH:36][C:35]=1[CH:40]([CH2:44][CH3:45])[C:41](O)=[O:42].C(=O)([O-])[O-].[NH4+].[NH4+]. The catalyst is C1COCC1.CN(C=O)C. The product is [I:33][C:34]1[CH:39]=[CH:38][CH:37]=[CH:36][C:35]=1[CH:40]([CH2:44][CH3:45])[C:41]([NH2:7])=[O:42]. The yield is 0.860. (9) The reactants are Cl[C:2]1[CH:3]=[C:4]([C:9]2[N:13]3[CH:14]=[CH:15][C:16]([C:19]([OH:22])([CH3:21])[CH3:20])=[C:17]([F:18])[C:12]3=[N:11][CH:10]=2)[CH:5]=[CH:6][C:7]=1[F:8].[Cl:23][C:24]1[CH:25]=[CH:26][C:27]([F:38])=[C:28](B2OCC(C)(C)CO2)[CH:29]=1. No catalyst specified. The product is [Cl:23][C:24]1[CH:29]=[CH:28][C:27]([F:38])=[C:26]([C:2]2[CH:3]=[C:4]([C:9]3[N:13]4[CH:14]=[CH:15][C:16]([C:19]([OH:22])([CH3:21])[CH3:20])=[C:17]([F:18])[C:12]4=[N:11][CH:10]=3)[CH:5]=[CH:6][C:7]=2[F:8])[CH:25]=1. The yield is 0.0300. (10) The reactants are [NH2:1][C:2]1[CH:3]=[C:4]2[C:8](=[CH:9][C:10]=1[OH:11])[NH:7][C:6]([C:12]([O:14][CH3:15])=[O:13])=[CH:5]2.[O:16]1CC[CH2:18][CH2:17]1.C(=O)([O-])O.[Na+].ClCC(Cl)=O.C(=O)([O-])[O-].[K+].[K+]. No catalyst specified. The product is [O:16]=[C:17]1[CH2:18][O:11][C:10]2[CH:9]=[C:8]3[NH:7][C:6]([C:12]([O:14][CH3:15])=[O:13])=[CH:5][C:4]3=[CH:3][C:2]=2[NH:1]1. The yield is 0.710.